This data is from TCR-epitope binding with 47,182 pairs between 192 epitopes and 23,139 TCRs. The task is: Binary Classification. Given a T-cell receptor sequence (or CDR3 region) and an epitope sequence, predict whether binding occurs between them. (1) The epitope is FVDGVPFVV. The TCR CDR3 sequence is CASSLGGLTYEQYF. Result: 0 (the TCR does not bind to the epitope). (2) The epitope is LPPAYTNSF. The TCR CDR3 sequence is CASSLRDLTGELFF. Result: 1 (the TCR binds to the epitope). (3) The epitope is ATDALMTGY. The TCR CDR3 sequence is CASIEQGGDFTDTQYF. Result: 1 (the TCR binds to the epitope). (4) The epitope is SQASSRSSSR. The TCR CDR3 sequence is CASSSVGGSGANVLTF. Result: 0 (the TCR does not bind to the epitope). (5) The epitope is KPLEFGATSAAL. The TCR CDR3 sequence is CASSDPSMGETQYF. Result: 1 (the TCR binds to the epitope). (6) The epitope is LLWNGPMAV. The TCR CDR3 sequence is CASSYAISYEQYF. Result: 1 (the TCR binds to the epitope).